This data is from Forward reaction prediction with 1.9M reactions from USPTO patents (1976-2016). The task is: Predict the product of the given reaction. (1) Given the reactants [Cl:1][C:2]1[CH:33]=[C:32]([C:34]2[CH2:39][CH2:38][C:37](=[O:40])[NH:36][N:35]=2)[CH:31]=[CH:30][C:3]=1[O:4][CH2:5][C:6]([NH:8][CH2:9][CH2:10][NH:11][C:12](=[O:29])[CH2:13][C:14]1C=CC(OC[C@@H](O)CNC(C)C)=[CH:16][CH:15]=1)=[O:7].[OH:41][C:42]1[CH:50]=CC(C(O)=O)=C[CH:43]=1.[OH:51][C:52]1[CH:57]=[CH:56][C:55]([CH2:58][C:59](O)=O)=[CH:54][CH:53]=1, predict the reaction product. The product is: [Cl:1][C:2]1[CH:33]=[C:32]([C:34]2[CH2:39][CH2:38][C:37](=[O:40])[NH:36][N:35]=2)[CH:31]=[CH:30][C:3]=1[O:4][CH2:5][C:6]([NH:8][CH2:9][CH2:10][NH:11][C:12](=[O:29])[C:13]1[CH:14]=[CH:15][CH:16]=[CH:59][C:58]=1[C:55]1[CH:54]=[CH:53][C:52]([O:51][CH2:50][C@@H:42]([OH:41])[CH2:43][NH:35][CH:34]([CH3:39])[CH3:32])=[CH:57][CH:56]=1)=[O:7]. (2) Given the reactants [F:1][C:2]([F:28])([F:27])[C:3]1[CH:8]=[CH:7][C:6]([C@H:9]2[C@H:14]([C:15]3[CH:20]=[CH:19][C:18]([C:21]([F:24])([F:23])[F:22])=[CH:17][CH:16]=3)[N:13]3[CH2:25][CH2:26][N:10]2[CH2:11][CH2:12]3)=[CH:5][CH:4]=1.[F:29][C:30]([F:37])([F:36])[S:31]([O:34]C)(=[O:33])=[O:32], predict the reaction product. The product is: [F:29][C:30]([F:37])([F:36])[S:31]([O-:34])(=[O:33])=[O:32].[F:22][C:21]([F:23])([F:24])[C:18]1[CH:17]=[CH:16][C:15]([C@H:14]2[C@H:9]([C:6]3[CH:5]=[CH:4][C:3]([C:2]([F:1])([F:27])[F:28])=[CH:8][CH:7]=3)[N:10]3[CH2:26][CH2:25][N+:13]2([CH3:30])[CH2:12][CH2:11]3)=[CH:20][CH:19]=1. (3) The product is: [CH:5]1([CH2:4][O:18][C:19]2[C:20]([Cl:33])=[CH:21][C:22]3[CH:23]([CH3:31])[CH:24]4[CH2:28][NH:27][CH2:26][CH:25]4[C:29]=3[CH:30]=2)[CH2:3][CH2:2]1. Given the reactants Br[CH2:2][CH:3]1[CH2:5][CH2:4]1.C([O-])([O-])=O.[K+].[K+].C(NC(=O)[O-])C.[OH:18][C:19]1[CH:20]=[CH:21][C:22]2[CH:23]([CH3:31])[CH:24]3[CH2:28][NH:27][CH2:26][CH:25]3[C:29]=2[CH:30]=1.C(Cl)[Cl:33], predict the reaction product.